This data is from Merck oncology drug combination screen with 23,052 pairs across 39 cell lines. The task is: Regression. Given two drug SMILES strings and cell line genomic features, predict the synergy score measuring deviation from expected non-interaction effect. (1) Drug 1: N#Cc1ccc(Cn2cncc2CN2CCN(c3cccc(Cl)c3)C(=O)C2)cc1. Drug 2: COC1=C2CC(C)CC(OC)C(O)C(C)C=C(C)C(OC(N)=O)C(OC)C=CC=C(C)C(=O)NC(=CC1=O)C2=O. Cell line: HCT116. Synergy scores: synergy=23.6. (2) Drug 1: COc1cc(C2c3cc4c(cc3C(OC3OC5COC(C)OC5C(O)C3O)C3COC(=O)C23)OCO4)cc(OC)c1O. Drug 2: CCc1cnn2c(NCc3ccc[n+]([O-])c3)cc(N3CCCCC3CCO)nc12. Cell line: A2058. Synergy scores: synergy=-6.54. (3) Drug 1: O=C(CCCCCCC(=O)Nc1ccccc1)NO. Drug 2: CCc1c2c(nc3ccc(O)cc13)-c1cc3c(c(=O)n1C2)COC(=O)C3(O)CC. Cell line: A427. Synergy scores: synergy=-18.6. (4) Synergy scores: synergy=8.63. Drug 2: CNC(=O)c1cc(Oc2ccc(NC(=O)Nc3ccc(Cl)c(C(F)(F)F)c3)cc2)ccn1. Drug 1: CN(C)C(=N)N=C(N)N. Cell line: UACC62. (5) Drug 1: Cn1nnc2c(C(N)=O)ncn2c1=O. Drug 2: COC1CC2CCC(C)C(O)(O2)C(=O)C(=O)N2CCCCC2C(=O)OC(C(C)CC2CCC(OP(C)(C)=O)C(OC)C2)CC(=O)C(C)C=C(C)C(O)C(OC)C(=O)C(C)CC(C)C=CC=CC=C1C. Cell line: HCT116. Synergy scores: synergy=17.2. (6) Drug 1: COc1cc(C2c3cc4c(cc3C(OC3OC5COC(C)OC5C(O)C3O)C3COC(=O)C23)OCO4)cc(OC)c1O. Drug 2: NC1(c2ccc(-c3nc4ccn5c(=O)[nH]nc5c4cc3-c3ccccc3)cc2)CCC1. Cell line: DLD1. Synergy scores: synergy=16.2.